From a dataset of Reaction yield outcomes from USPTO patents with 853,638 reactions. Predict the reaction yield, written as a fraction of the theoretical maximum amount of product (1.0 means a 100% yield; for example, 0.34 means a 34% yield). (1) The reactants are COC1C=CC(C[N:8]2[C:12]([N:13](CC3C=CC(OC)=CC=3)[CH3:14])=[N:11][C:10]([NH:24][C:25]3[CH:32]=[CH:31][C:28]([C:29]#[N:30])=[C:27]([C:33]([F:36])([F:35])[F:34])[CH:26]=3)=[N:9]2)=CC=1.C(O)(C(F)(F)F)=O. No catalyst specified. The product is [CH3:14][NH:13][C:12]1[NH:8][N:9]=[C:10]([NH:24][C:25]2[CH:32]=[CH:31][C:28]([C:29]#[N:30])=[C:27]([C:33]([F:36])([F:34])[F:35])[CH:26]=2)[N:11]=1. The yield is 0.760. (2) The reactants are [Br:1][C:2]1[CH:7]=[C:6]([CH:8]2[O:13][CH2:12][CH2:11][N:10]([CH2:14][CH2:15][CH3:16])[CH2:9]2)[CH:5]=[CH:4][C:3]=1[OH:17].C(=O)([O-])[O-].[K+].[K+].[CH2:24](Br)[C:25]1[CH:30]=[CH:29][CH:28]=[CH:27][CH:26]=1. The catalyst is CN(C=O)C. The product is [CH2:24]([O:17][C:3]1[CH:4]=[CH:5][C:6]([CH:8]2[O:13][CH2:12][CH2:11][N:10]([CH2:14][CH2:15][CH3:16])[CH2:9]2)=[CH:7][C:2]=1[Br:1])[C:25]1[CH:30]=[CH:29][CH:28]=[CH:27][CH:26]=1. The yield is 1.00. (3) The reactants are FC1C=CC([CH:8]2[CH2:13][CH2:12][N:11]([S:14]([CH3:17])(=[O:16])=[O:15])[CH2:10][CH2:9]2)=CC=1.[Cl:18][C:19]1[CH:20]=[CH:21][C:22]([O:25]C2CCNCC2)=[N:23][CH:24]=1.C(N(C(C)C)CC)(C)C.CS(Cl)(=O)=O. No catalyst specified. The product is [Cl:18][C:19]1[CH:20]=[CH:21][C:22]([O:25][CH:8]2[CH2:9][CH2:10][N:11]([S:14]([CH3:17])(=[O:15])=[O:16])[CH2:12][CH2:13]2)=[N:23][CH:24]=1. The yield is 0.740. (4) The reactants are [CH2:1]([O:3][C:4](=[O:27])[C@@H:5]([NH2:26])[CH2:6][C:7]1[CH:12]=[CH:11][C:10]([NH:13][C:14]2[C:23]3[C:18](=[CH:19][CH:20]=[CH:21][CH:22]=3)[CH:17]=[C:16]([CH2:24][CH3:25])[N:15]=2)=[CH:9][CH:8]=1)[CH3:2].[CH2:28]([CH:30]1[C:34](=[O:35])[CH2:33][CH2:32][C:31]1=O)[CH3:29]. The catalyst is ClCCCl. The product is [CH2:1]([O:3][C:4](=[O:27])[C@@H:5]([NH:26][C:31]1[CH2:32][CH2:33][C:34](=[O:35])[C:30]=1[CH2:28][CH3:29])[CH2:6][C:7]1[CH:12]=[CH:11][C:10]([NH:13][C:14]2[C:23]3[C:18](=[CH:19][CH:20]=[CH:21][CH:22]=3)[CH:17]=[C:16]([CH2:24][CH3:25])[N:15]=2)=[CH:9][CH:8]=1)[CH3:2]. The yield is 0.520. (5) The reactants are [Cl:1][C:2]1[C:3]([I:16])=[C:4]([NH:10][CH:11]([CH2:14][CH3:15])[CH2:12][CH3:13])[C:5]([C:8]#[N:9])=[N:6][CH:7]=1.C(=O)([O-])[O-:18].[K+].[K+].OO. The catalyst is CS(C)=O.CCOC(C)=O. The product is [Cl:1][C:2]1[C:3]([I:16])=[C:4]([NH:10][CH:11]([CH2:14][CH3:15])[CH2:12][CH3:13])[C:5]([C:8]([NH2:9])=[O:18])=[N:6][CH:7]=1. The yield is 0.830. (6) The reactants are [CH:1]([O:4][C:5](=[O:24])[C:6]1[CH:7]=[C:8]([CH:14]=[C:15]([C:17](=[O:23])[N:18]([CH3:22])[CH2:19][CH2:20][CH3:21])[CH:16]=1)[C:9]([O:11]CC)=[O:10])([CH3:3])[CH3:2].C(O)(C)C.[OH-].[Li+]. The catalyst is [OH-].[Na+].O. The product is [CH:1]([O:4][C:5](=[O:24])[C:6]1[CH:16]=[C:15]([C:17](=[O:23])[N:18]([CH3:22])[CH2:19][CH2:20][CH3:21])[CH:14]=[C:8]([C:9]([OH:11])=[O:10])[CH:7]=1)([CH3:2])[CH3:3]. The yield is 0.560.